Predict which catalyst facilitates the given reaction. From a dataset of Catalyst prediction with 721,799 reactions and 888 catalyst types from USPTO. Reactant: [CH3:1][N:2]([CH2:13][C:14]1[N:18]([CH2:19][CH:20]2[CH2:25][CH2:24][N:23](C(OC(C)(C)C)=O)[CH2:22][CH2:21]2)[C:17]2[CH:33]=[CH:34][CH:35]=[CH:36][C:16]=2[N:15]=1)[CH:3]1[C:12]2[N:11]=[CH:10][CH:9]=[CH:8][C:7]=2[CH2:6][CH2:5][CH2:4]1.Cl.O1CCOCC1. Product: [CH3:1][N:2]([CH2:13][C:14]1[N:18]([CH2:19][CH:20]2[CH2:25][CH2:24][NH:23][CH2:22][CH2:21]2)[C:17]2[CH:33]=[CH:34][CH:35]=[CH:36][C:16]=2[N:15]=1)[CH:3]1[C:12]2[N:11]=[CH:10][CH:9]=[CH:8][C:7]=2[CH2:6][CH2:5][CH2:4]1. The catalyst class is: 5.